From a dataset of Experimental lipophilicity measurements (octanol/water distribution) for 4,200 compounds from AstraZeneca. Regression/Classification. Given a drug SMILES string, predict its absorption, distribution, metabolism, or excretion properties. Task type varies by dataset: regression for continuous measurements (e.g., permeability, clearance, half-life) or binary classification for categorical outcomes (e.g., BBB penetration, CYP inhibition). For this dataset (lipophilicity_astrazeneca), we predict Y. (1) The compound is CC(C)CNc1nc(C#N)nc(N2CC(O)C2)c1N. The Y is 2.00 logD. (2) The drug is CCCNC(=O)c1nnc2c(-c3ncccn3)c(F)ccc2c1N. The Y is 2.07 logD. (3) The compound is Cc1sc2ncnc(SCC(=O)N3CCN(C(=O)c4ccco4)CC3)c2c1C. The Y is 2.70 logD. (4) The compound is CC/C(=C(\c1ccccc1)c1ccc(/C=C/C(=O)O)cc1)c1ccccc1. The Y is 3.89 logD. (5) The drug is COc1cc(OC)c(S(=O)(=O)N(c2ccc(C)cc2)c2ccc(C)cc2)cc1NC(=O)CCC(=O)O. The Y is 0.0600 logD. (6) The Y is 0.400 logD. The drug is NC(=O)C1CCN(CC(=O)Nc2ccc3c(c2)OCO3)CC1. (7) The compound is Cc1ccc(-c2ccc(F)cc2COc2ccc(CCC(=O)O)cc2)cc1. The Y is 3.24 logD. (8) The compound is CC(C)(C)c1ccc(C2=NC(=O)C(CC(=O)O)S2)cc1. The Y is -0.100 logD. (9) The compound is O=C(c1cc2ccccc2[nH]1)N1CCNCC1. The Y is 0.600 logD. (10) The compound is CCOc1ccccc1CNCc1cccc(CCNC[C@H](O)c2ccc(O)c3[nH]c(=O)sc23)c1. The Y is 1.13 logD.